Dataset: Catalyst prediction with 721,799 reactions and 888 catalyst types from USPTO. Task: Predict which catalyst facilitates the given reaction. (1) Reactant: [CH3:1][O:2][C:3]([C:5]1[S:12][C:11]2[CH:10]=[C:9]([C:13]3[CH:14]=[C:15]4[C:20](=[CH:21][CH:22]=3)[N:19]=[C:18](Cl)[CH:17]=[CH:16]4)[NH:8][C:7]=2[CH:6]=1)=[O:4].[F:24][C:25]1[CH:30]=[CH:29][CH:28]=[CH:27][C:26]=1B(O)O.[O-]P([O-])([O-])=O.[K+].[K+].[K+]. Product: [CH3:1][O:2][C:3]([C:5]1[S:12][C:11]2[CH:10]=[C:9]([C:13]3[CH:14]=[C:15]4[C:20](=[CH:21][CH:22]=3)[N:19]=[C:18]([C:26]3[CH:27]=[CH:28][CH:29]=[CH:30][C:25]=3[F:24])[CH:17]=[CH:16]4)[NH:8][C:7]=2[CH:6]=1)=[O:4]. The catalyst class is: 203. (2) Reactant: [OH:1][CH2:2][CH:3]1[C:12]2[C:7](=[CH:8][C:9]([O:15][CH3:16])=[C:10]([O:13][CH3:14])[CH:11]=2)[CH2:6][CH2:5][N:4]1[C:17]([C@@H:19]1[CH2:28][C:27]2[C:22](=[CH:23][CH:24]=[CH:25][CH:26]=2)[CH2:21][N:20]1C(OC(C)(C)C)=O)=[O:18].C(O)(C(F)(F)F)=O. Product: [OH:1][CH2:2][CH:3]1[C:12]2[C:7](=[CH:8][C:9]([O:15][CH3:16])=[C:10]([O:13][CH3:14])[CH:11]=2)[CH2:6][CH2:5][N:4]1[C:17]([C@@H:19]1[CH2:28][C:27]2[C:22](=[CH:23][CH:24]=[CH:25][CH:26]=2)[CH2:21][NH:20]1)=[O:18]. The catalyst class is: 2. (3) Reactant: Cl[C:2]1[C:11]2[C:6](=[C:7]([Br:12])[CH:8]=[CH:9][CH:10]=2)[CH:5]=[CH:4][N:3]=1.[CH2:13]([OH:20])[C:14]1[CH:19]=[CH:18][CH:17]=[CH:16][CH:15]=1.[OH-].[K+].C(=O)([O-])[O-].[K+].[K+].COCCOCCN(CCOCCOC)CCOCCOC. Product: [CH2:13]([O:20][C:2]1[C:11]2[C:6](=[C:7]([Br:12])[CH:8]=[CH:9][CH:10]=2)[CH:5]=[CH:4][N:3]=1)[C:14]1[CH:19]=[CH:18][CH:17]=[CH:16][CH:15]=1. The catalyst class is: 11. (4) Product: [CH3:22][N:23]1[CH2:28][CH2:27][N:26]([CH2:6][CH2:7][N:8]2[CH:12]=[C:11]([B:13]([OH:14])[OH:17])[CH:10]=[N:9]2)[CH2:25][CH2:24]1. The catalyst class is: 204. Reactant: CS(O[CH2:6][CH2:7][N:8]1[CH:12]=[C:11]([B:13]2[O:17]C(C)(C)C(C)(C)[O:14]2)[CH:10]=[N:9]1)(=O)=O.[CH3:22][N:23]1[CH2:28][CH2:27][NH:26][CH2:25][CH2:24]1. (5) Reactant: [CH3:1][O:2][C:3]([C:5]1[CH:6]=[C:7](B(O)O)[CH:8]=[CH:9][CH:10]=1)=[O:4].P([O-])([O-])([O-])=O.[K+].[K+].[K+].Br[C:23]1[S:27][C:26]([S:28]([NH2:31])(=[O:30])=[O:29])=[CH:25][CH:24]=1.O1CCOCC1. Product: [CH3:1][O:2][C:3](=[O:4])[C:5]1[CH:10]=[CH:9][CH:8]=[C:7]([C:23]2[S:27][C:26]([S:28](=[O:30])(=[O:29])[NH2:31])=[CH:25][CH:24]=2)[CH:6]=1. The catalyst class is: 3. (6) The catalyst class is: 12. Product: [CH3:8][C:5]1[N:6]=[CH:7][C:2]([NH:18][C:21](=[O:30])[O:15][C:11]([CH3:14])([CH3:13])[CH3:12])=[N:3][CH:4]=1. Reactant: C[C:2]1[N:3]=[CH:4][C:5]([C:8](O)=O)=[N:6][CH:7]=1.[C:11]([OH:15])([CH3:14])([CH3:13])[CH3:12].CC[N:18]([CH2:21]C)CC.C1(P(N=[N+]=[N-])(C2C=CC=CC=2)=[O:30])C=CC=CC=1. (7) Reactant: [CH2:1]([N:3]([CH2:6][CH3:7])[CH2:4][CH3:5])[CH3:2].[CH3:8][O:9][Si:10]([CH2:15][CH2:16][CH2:17][Cl:18])([O:13][CH3:14])[O:11][CH3:12]. Product: [Cl-:18].[CH3:8][O:9][Si:10]([CH2:15][CH2:16][CH2:17][N+:3]([CH2:6][CH3:7])([CH2:4][CH3:5])[CH2:1][CH3:2])([O:13][CH3:14])[O:11][CH3:12]. The catalyst class is: 13.